Dataset: NCI-60 drug combinations with 297,098 pairs across 59 cell lines. Task: Regression. Given two drug SMILES strings and cell line genomic features, predict the synergy score measuring deviation from expected non-interaction effect. (1) Drug 2: CCC1(CC2CC(C3=C(CCN(C2)C1)C4=CC=CC=C4N3)(C5=C(C=C6C(=C5)C78CCN9C7C(C=CC9)(C(C(C8N6C=O)(C(=O)OC)O)OC(=O)C)CC)OC)C(=O)OC)O.OS(=O)(=O)O. Synergy scores: CSS=28.3, Synergy_ZIP=-5.84, Synergy_Bliss=-2.27, Synergy_Loewe=-0.818, Synergy_HSA=0.116. Drug 1: CC1C(C(CC(O1)OC2CC(CC3=C2C(=C4C(=C3O)C(=O)C5=C(C4=O)C(=CC=C5)OC)O)(C(=O)C)O)N)O.Cl. Cell line: CAKI-1. (2) Drug 1: C1=CC(=C2C(=C1NCCNCCO)C(=O)C3=C(C=CC(=C3C2=O)O)O)NCCNCCO. Drug 2: C1=CC(=CC=C1CCCC(=O)O)N(CCCl)CCCl. Cell line: PC-3. Synergy scores: CSS=26.8, Synergy_ZIP=-9.65, Synergy_Bliss=-3.59, Synergy_Loewe=0.805, Synergy_HSA=2.84.